From a dataset of Full USPTO retrosynthesis dataset with 1.9M reactions from patents (1976-2016). Predict the reactants needed to synthesize the given product. (1) Given the product [O:32]1[CH2:31][CH2:30][N:29]([C:25]2[N:24]=[C:23]([C:10]3[C:9]4[C:13](=[CH:14][CH:15]=[C:7]([C:5]5[S:6][C:2]([NH2:1])=[N:3][N:4]=5)[CH:8]=4)[NH:12][CH:11]=3)[CH:28]=[CH:27][CH:26]=2)[CH2:34][CH2:33]1, predict the reactants needed to synthesize it. The reactants are: [NH2:1][C:2]1[S:6][C:5]([C:7]2[CH:8]=[C:9]3[C:13](=[CH:14][CH:15]=2)[N:12](C(OC(C)(C)C)=O)[CH:11]=[C:10]3[C:23]2[CH:28]=[CH:27][CH:26]=[C:25]([N:29]3[CH2:34][CH2:33][O:32][CH2:31][CH2:30]3)[N:24]=2)=[N:4][N:3]=1. (2) Given the product [CH3:24][C:25]1[CH:30]=[C:29]([CH3:31])[CH:28]=[CH:27][C:26]=1[C:2]1[C:7]2[O:8][C@@H:9]([CH2:12][O:13][S:14]([C:17]3[CH:18]=[CH:19][C:20]([CH3:23])=[CH:21][CH:22]=3)(=[O:15])=[O:16])[CH2:10][O:11][C:6]=2[CH:5]=[CH:4][CH:3]=1, predict the reactants needed to synthesize it. The reactants are: Br[C:2]1[C:7]2[O:8][C@@H:9]([CH2:12][O:13][S:14]([C:17]3[CH:22]=[CH:21][C:20]([CH3:23])=[CH:19][CH:18]=3)(=[O:16])=[O:15])[CH2:10][O:11][C:6]=2[CH:5]=[CH:4][CH:3]=1.[CH3:24][C:25]1[CH:30]=[C:29]([CH3:31])[CH:28]=[CH:27][C:26]=1B(O)O. (3) Given the product [Cl:1][C:2]1[CH:3]=[C:4]2[C:9](=[CH:10][C:11]=1[C:12]([N:63]1[CH2:68][CH2:67][CH2:66][CH2:65][CH:64]1[C:69]([O:71][CH2:72][CH3:73])=[O:70])=[O:13])[N:8]=[CH:7][N:6]=[C:5]2[NH:15][CH:16]([C:18]1[NH:22][C:21]2[CH:23]=[CH:24][C:25]([Cl:27])=[CH:26][C:20]=2[N:19]=1)[CH3:17], predict the reactants needed to synthesize it. The reactants are: [Cl:1][C:2]1[CH:3]=[C:4]2[C:9](=[CH:10][C:11]=1[C:12](O)=[O:13])[N:8]=[CH:7][N:6]=[C:5]2[NH:15][CH:16]([C:18]1[NH:22][C:21]2[CH:23]=[CH:24][C:25]([Cl:27])=[CH:26][C:20]=2[N:19]=1)[CH3:17].FC1C(OC(N(C)C)=[N+](C)C)=C(F)C(F)=C(F)C=1F.F[P-](F)(F)(F)(F)F.C(N(C(C)C)CC)(C)C.[NH:63]1[CH2:68][CH2:67][CH2:66][CH2:65][CH:64]1[C:69]([O:71][CH2:72][CH3:73])=[O:70]. (4) Given the product [F:2][C:3]1[CH:8]=[C:7]([F:9])[CH:6]=[CH:5][C:4]=1[N:10]1[C:4]([NH2:10])=[CH:3][C:8]([CH3:7])=[N:11]1, predict the reactants needed to synthesize it. The reactants are: Cl.[F:2][C:3]1[CH:8]=[C:7]([F:9])[CH:6]=[CH:5][C:4]=1[NH:10][NH2:11].[OH-].[Na+]. (5) Given the product [OH:17][C:4]1[CH:5]=[CH:6][C:7](/[CH:8]=[CH:9]/[C:10]2[CH:15]=[CH:14][C:13]([OH:16])=[CH:12][CH:11]=2)=[C:2]([NH:1][C:18](=[O:20])[CH3:19])[CH:3]=1, predict the reactants needed to synthesize it. The reactants are: [NH2:1][C:2]1[CH:3]=[C:4]([OH:17])[CH:5]=[CH:6][C:7]=1/[CH:8]=[CH:9]/[C:10]1[CH:15]=[CH:14][C:13]([OH:16])=[CH:12][CH:11]=1.[C:18](OC(=O)C)(=[O:20])[CH3:19].CCN(CC)CC.C([O-])([O-])=O.[K+].[K+].